Dataset: Forward reaction prediction with 1.9M reactions from USPTO patents (1976-2016). Task: Predict the product of the given reaction. Given the reactants [NH2:1][CH2:2][C:3]1[CH:4]=[C:5]([N:9]2[C:13]([C:14]([NH:16][CH2:17][C:18]3[CH:23]=[CH:22][CH:21]=[CH:20][C:19]=3[O:24][CH3:25])=[O:15])=[CH:12][C:11]([C:26]([F:29])([F:28])[F:27])=[N:10]2)[CH:6]=[CH:7][CH:8]=1.[CH3:30][N:31]([CH2:39][CH:40]=O)[C:32](=[O:38])[O:33][C:34]([CH3:37])([CH3:36])[CH3:35].C(O)(=O)C.C([BH3-])#N.[Na+], predict the reaction product. The product is: [CH3:25][O:24][C:19]1[CH:20]=[CH:21][CH:22]=[CH:23][C:18]=1[CH2:17][NH:16][C:14]([C:13]1[N:9]([C:5]2[CH:4]=[C:3]([CH:8]=[CH:7][CH:6]=2)[CH2:2][NH:1][CH2:40][CH2:39][N:31]([CH3:30])[C:32](=[O:38])[O:33][C:34]([CH3:36])([CH3:35])[CH3:37])[N:10]=[C:11]([C:26]([F:28])([F:29])[F:27])[CH:12]=1)=[O:15].